Dataset: Forward reaction prediction with 1.9M reactions from USPTO patents (1976-2016). Task: Predict the product of the given reaction. Given the reactants [CH3:1][O:2][C:3](=[O:21])[CH:4]([OH:20])[CH2:5][C:6]1[CH:11]=[CH:10][C:9]([O:12][CH2:13][C:14]2[CH:19]=[CH:18][CH:17]=[CH:16][CH:15]=2)=[CH:8][CH:7]=1.[C:22]1(O)[CH:27]=[CH:26][CH:25]=[CH:24][CH:23]=1, predict the reaction product. The product is: [CH3:1][O:2][C:3](=[O:21])[CH:4]([O:20][C:22]1[CH:27]=[CH:26][CH:25]=[CH:24][CH:23]=1)[CH2:5][C:6]1[CH:11]=[CH:10][C:9]([O:12][CH2:13][C:14]2[CH:19]=[CH:18][CH:17]=[CH:16][CH:15]=2)=[CH:8][CH:7]=1.